From a dataset of CYP3A4 inhibition data for predicting drug metabolism from PubChem BioAssay. Regression/Classification. Given a drug SMILES string, predict its absorption, distribution, metabolism, or excretion properties. Task type varies by dataset: regression for continuous measurements (e.g., permeability, clearance, half-life) or binary classification for categorical outcomes (e.g., BBB penetration, CYP inhibition). Dataset: cyp3a4_veith. (1) The molecule is c1ccc(-c2nnn(CCN3CCCCC3)n2)cc1. The result is 0 (non-inhibitor). (2) The molecule is Cc1ccc(C2CC2C(=O)NN)cc1. The result is 1 (inhibitor).